Dataset: Orexin1 receptor HTS with 218,158 compounds and 233 confirmed actives. Task: Binary Classification. Given a drug SMILES string, predict its activity (active/inactive) in a high-throughput screening assay against a specified biological target. (1) The compound is Clc1ccc(NC(=O)N2CC(CC2)c2ccccc2)cc1. The result is 0 (inactive). (2) The drug is Clc1c(CNC(=O)C(NC(=O)c2cc([N+]([O-])=O)c(Cl)cc2)C(C)C)ccc(Cl)c1. The result is 0 (inactive). (3) The compound is O1C(=N/C(=C/Nc2ncccc2)C1=O)c1ccccc1. The result is 0 (inactive). (4) The molecule is s1c2c(n(c(C(OC(C(C)C)C(=O)NCC3OCCC3)=O)c2)C)cc1. The result is 0 (inactive). (5) The result is 0 (inactive). The compound is S(=O)(=O)(NC1(P(OCCCCC)(OCCCCC)=O)c2c(C(=O)C=C1)cccc2)c1ccccc1. (6) The compound is s1c(N(CCCN(CC)CC)C(=O)c2ccc(F)cc2)nc(c1)c1ccc(OC)cc1. The result is 0 (inactive). (7) The result is 0 (inactive). The drug is S(c1nc(nc2c3c(oc12)cccc3)CC)Cc1[nH]c2c(n1)cccc2. (8) The result is 1 (active). The drug is s1c2nc(CN3CC(O)Cc4c3c3c(cc4)cccc3)cc(=O)n2cc1.